Predict which catalyst facilitates the given reaction. From a dataset of Catalyst prediction with 721,799 reactions and 888 catalyst types from USPTO. (1) Reactant: [O:1]([CH:8]([C:10]1[CH:19]=[CH:18][C:13]([C:14]([O:16]C)=[O:15])=[CH:12][CH:11]=1)C)[C:2]1[CH:7]=[CH:6][CH:5]=[CH:4][CH:3]=1.O.[OH-].[Li+].O1CCC[CH2:24]1.Cl. Product: [CH3:24][C:19]1[CH:18]=[C:13]([CH:12]=[CH:11][C:10]=1[CH2:8][O:1][C:2]1[CH:3]=[CH:4][CH:5]=[CH:6][CH:7]=1)[C:14]([OH:16])=[O:15]. The catalyst class is: 72. (2) Reactant: [F:1][C:2]1[CH:20]=[CH:19][CH:18]=[CH:17][C:3]=1[CH2:4][N:5]1[C:9]2=[N:10][CH:11]=[CH:12][CH:13]=[C:8]2[C:7]([C:14](=[NH:16])[NH2:15])=[N:6]1.[CH:21]12[O:28][CH:25]([CH2:26][CH2:27]1)[CH2:24][N:23]([CH:29]([C:35](OCC)=[O:36])[C:30](OCC)=[O:31])[CH2:22]2. Product: [F:1][C:2]1[CH:20]=[CH:19][CH:18]=[CH:17][C:3]=1[CH2:4][N:5]1[C:9]2=[N:10][CH:11]=[CH:12][CH:13]=[C:8]2[C:7]([C:14]2[N:15]=[C:30]([OH:31])[C:29]([N:23]3[CH2:24][CH:25]4[O:28][CH:21]([CH2:27][CH2:26]4)[CH2:22]3)=[C:35]([OH:36])[N:16]=2)=[N:6]1. The catalyst class is: 11. (3) Reactant: COC(C)(C)C.O.[NH2:8][CH:9]([CH2:15][C:16]1[CH:21]=[CH:20][CH:19]=[CH:18][CH:17]=1)[C:10]([O:12][CH2:13][CH3:14])=[O:11].[ClH:22].C(O)C. Product: [ClH:22].[NH2:8][C@H:9]([CH2:15][C:16]1[CH:17]=[CH:18][CH:19]=[CH:20][CH:21]=1)[C:10]([O:12][CH2:13][CH3:14])=[O:11]. The catalyst class is: 244. (4) Reactant: Br[C:2]1[S:3][CH:4]=[CH:5][N:6]=1.C([Sn](CCCC)(CCCC)[C:12]1[S:13][CH:14]=[CH:15][N:16]=1)CCC. The catalyst class is: 11. Product: [S:3]1[CH:4]=[CH:5][N:6]=[C:2]1[C:12]1[S:13][CH:14]=[CH:15][N:16]=1. (5) Reactant: [Cl:1][C:2]1[CH:10]=[CH:9][C:5]([C:6](Cl)=[O:7])=[C:4]([CH:11]2[CH2:13][CH2:12]2)[N:3]=1.[CH:14]1([NH2:20])[CH2:19][CH2:18][CH2:17][CH2:16][CH2:15]1.C(N(C(C)C)C(C)C)C. Product: [Cl:1][C:2]1[CH:10]=[CH:9][C:5]([C:6]([NH:20][CH:14]2[CH2:19][CH2:18][CH2:17][CH2:16][CH2:15]2)=[O:7])=[C:4]([CH:11]2[CH2:13][CH2:12]2)[N:3]=1. The catalyst class is: 168.